From a dataset of Reaction yield outcomes from USPTO patents with 853,638 reactions. Predict the reaction yield, written as a fraction of the theoretical maximum amount of product (1.0 means a 100% yield; for example, 0.34 means a 34% yield). The reactants are [C:1]([C:3]1[CH:8]=[CH:7][C:6]([C:9]2([NH:13]C(=O)OC(C)(C)C)[CH2:12][CH2:11][CH2:10]2)=[CH:5][CH:4]=1)#[CH:2].I[C:22]1[C:23]([O:28]C)=[N:24][CH:25]=[CH:26][CH:27]=1.O. The catalyst is CCN(CC)CC.Cl[Pd](Cl)([P](C1C=CC=CC=1)(C1C=CC=CC=1)C1C=CC=CC=1)[P](C1C=CC=CC=1)(C1C=CC=CC=1)C1C=CC=CC=1.[Cu]I. The product is [C:3]1([C:2]2[C:22]3[C:23](=[N:24][CH:25]=[CH:26][CH:27]=3)[O:28][C:1]=2[C:3]2[CH:4]=[CH:5][C:6]([C:9]3([NH2:13])[CH2:10][CH2:11][CH2:12]3)=[CH:7][CH:8]=2)[CH:8]=[CH:7][CH:6]=[CH:5][CH:4]=1. The yield is 0.780.